This data is from Forward reaction prediction with 1.9M reactions from USPTO patents (1976-2016). The task is: Predict the product of the given reaction. (1) The product is: [CH2:17]([S:18][O:30][C:28](=[O:29])[C@H:27]1[CH2:31][CH2:32][CH2:33][N:26]1[C:19]([O:21][C:22]([CH3:24])([CH3:23])[CH3:25])=[O:20])[CH3:16]. Given the reactants C1CCC(N=C=NC2CCCCC2)CC1.[CH3:16][CH2:17][SH:18].[C:19]([N:26]1[CH2:33][CH2:32][CH2:31][C@@H:27]1[C:28]([OH:30])=[O:29])([O:21][C:22]([CH3:25])([CH3:24])[CH3:23])=[O:20], predict the reaction product. (2) Given the reactants [H-].[Na+].[C@@H:3]1([OH:9])[CH2:7][CH2:6][CH2:5][C@H:4]1[OH:8].[Br:10][C:11]1[CH:16]=[CH:15][CH:14]=[C:13]([CH2:17]Br)[N:12]=1, predict the reaction product. The product is: [Br:10][C:11]1[N:12]=[C:13]([CH2:17][O:8][C@@H:4]2[CH2:5][CH2:6][CH2:7][C@H:3]2[OH:9])[CH:14]=[CH:15][CH:16]=1. (3) Given the reactants Cl.[CH2:2]([O:4][C:5](=[O:35])[CH:6]([NH:25][C:26]1[CH:31]=[CH:30][C:29]([C:32](=[NH:34])[NH2:33])=[CH:28][CH:27]=1)[C:7]1[CH:12]=[C:11]([O:13][CH2:14][CH3:15])[CH:10]=[C:9]([O:16][CH:17]2[CH2:22][CH2:21][N:20]([CH3:23])[CH2:19][CH2:18]2)[C:8]=1[F:24])[CH3:3].[C:36](O[C:36]([O:38][C:39]([CH3:42])([CH3:41])[CH3:40])=[O:37])([O:38][C:39]([CH3:42])([CH3:41])[CH3:40])=[O:37].O.C(=O)([O-])[O-].[Na+].[Na+], predict the reaction product. The product is: [CH2:2]([O:4][C:5](=[O:35])[CH:6]([NH:25][C:26]1[CH:31]=[CH:30][C:29]([C:32]([NH:33][C:36]([O:38][C:39]([CH3:42])([CH3:41])[CH3:40])=[O:37])=[NH:34])=[CH:28][CH:27]=1)[C:7]1[CH:12]=[C:11]([O:13][CH2:14][CH3:15])[CH:10]=[C:9]([O:16][CH:17]2[CH2:22][CH2:21][N:20]([CH3:23])[CH2:19][CH2:18]2)[C:8]=1[F:24])[CH3:3].